Dataset: Drug-target binding data from BindingDB using IC50 measurements. Task: Regression. Given a target protein amino acid sequence and a drug SMILES string, predict the binding affinity score between them. We predict pIC50 (pIC50 = -log10(IC50 in M); higher means more potent). Dataset: bindingdb_ic50. (1) The small molecule is OC[C@H]1N[C@H](CO)[C@@H](O)C(O)[C@@H]1O. The target protein sequence is ALSPLCESQIYCHGELLHQVQMAQLYQDDKQFVDMSLATSPDEVLQKFSELAVAHNHSIPREELQNFVQSYFQPVGQELQPWTPEDWKDSPQFLQKISDSRLRVWAEELHKIWKKLGKKMKAEVLSHPERSSLIYSEHPFIVPGGRFVEFYYWDSYWVMEGLLLSEMASTVKGMLQNFLDLVKTYGHIPNGGRVYYLQRSHPPLLTLMMERYVAHTNDVAFLRENIGTLALELEFWTVNRTVSVGSGGQSYILNRYYVPYGGPRPESYSKDEELAKTVPEGDRETLWAELKAGAESGWDFSSRWLVGGPDPDLLSSIRTSKMVPADLNAFLCQAEELMSNFYSRLGNDTEAKRYRNLRAQRLAAMEAILWDEQKGAWFDYDLEKGKKNLEFYPSNLTPLWAGCFSDPNVADRALKYLEDNKILTYQYGIPTSLRNTGQQWDFPNAWAPLQDLVIRGLAKSASPRTQEVAFQLAQNRIKTNFKVYSQKSAMYEKYDISNGG.... The pIC50 is 3.3. (2) The pIC50 is 5.1. The drug is COc1cc(C=C2SC(Nc3cccc(Br)c3)=NC2=O)ccc1OCC(=O)O. The target protein (Q9Y6K1) has sequence MPAMPSSGPGDTSSSAAEREEDRKDGEEQEEPRGKEERQEPSTTARKVGRPGRKRKHPPVESGDTPKDPAVISKSPSMAQDSGASELLPNGDLEKRSEPQPEEGSPAGGQKGGAPAEGEGAAETLPEASRAVENGCCTPKEGRGAPAEAGKEQKETNIESMKMEGSRGRLRGGLGWESSLRQRPMPRLTFQAGDPYYISKRKRDEWLARWKREAEKKAKVIAGMNAVEENQGPGESQKVEEASPPAVQQPTDPASPTVATTPEPVGSDAGDKNATKAGDDEPEYEDGRGFGIGELVWGKLRGFSWWPGRIVSWWMTGRSRAAEGTRWVMWFGDGKFSVVCVEKLMPLSSFCSAFHQATYNKQPMYRKAIYEVLQVASSRAGKLFPVCHDSDESDTAKAVEVQNKPMIEWALGGFQPSGPKGLEPPEEEKNPYKEVYTDMWVEPEAAAYAPPPPAKKPRKSTAEKPKVKEIIDERTRERLVYEVRQKCRNIEDICISCGSL.... (3) The drug is N=C(N)NCCCCCCCNC(=N)N. The target protein (Q6AY53) has sequence MEGTPSGAAPSSALAAVLKHSSALPPESAQVQGYDFNRGVDYHALLEAYGTTGFQATNFGRAVQQVNAMIEKKLEPLAVDEDHHEDLTQSRRPLTGCTIFLGYTSNLISSGIRETIRYLVQHNMVDVLVTTAGGVEEDLIKCLAPTYLGEFSLRGKELRENGINRIGNLLVPNDNYCKFEDWLMPILDQMVQEQNTEGVKWTPSKMISRLGKEINNPESVYYWAHKNHIPVLSPALTDGSLGDMIFFHSYKNPGLVLDIVEDLRLINMQAIFAKRTGMIILGGGVVKHHIANANLMRNGADYAVYINTAQEFDGSDSGARPDEAVSWGKIRMDAQPVKVYADASLVFPLLVAETFAQKADAFRAEKNED. The pIC50 is 5.5. (4) The pIC50 is 6.0. The compound is CCCCCCC(NC(=O)c1ccc(C#N)cc1)C(C)(C)C(=O)N[C@@H](Cc1ccccc1)C(=O)OC. The target protein (P00767) has sequence CGVPAIQPVLSGLARIVNGEDAVPGSWPWQVSLQDSTGFHFCGGSLISEDWVVTAAHCGVTTSDVVVAGEFDQGLETEDTQVLKIGKVFKNPKFSILTVRNDITLLKLATPAQFSETVSAVCLPSADEDFPAGMLCATTGWGKTKYNALKTPDKLQQATLPIVSNTDCRKYWGSRVTDVMICAGASGVSSCMGDSGGPLVCQKNGAWTLAGIVSWGSSTCSTSTPAVYARVTALMPWVQETLAAN. (5) The small molecule is O=CN(O)CCOc1cccc(C(=O)c2ccccc2)c1. The target protein (P44786) has sequence MTALNVLIYPDDHLKVVCEPVTKVNDAIRKIVDDMFDTMYQEKGIGLAAPQVDILQRIITIDVEGDKQNQFVLINPEILASEGETGIEEGCLSIPGFRALVPRKEKVTVRALDRDGKEFTLDADGLLAICIQHEIDHLNGILFVDYLSPLKRQRIKEKLIKYKKQIAKS. The pIC50 is 6.5. (6) The drug is O=C(CCc1ccccc1)c1ccccc1OCC(O)CN1CCC(c2ccccc2)CC1. The target protein (Q14654) has sequence MLSRKGIIPEEYVLTRLAEDPAEPRYRARQRRARFVSKKGNCNVAHKNIREQGRFLQDVFTTLVDLKWPHTLLIFTMSFLCSWLLFAMAWWLIAFAHGDLAPSEGTAEPCVTSIHSFSSAFLFSIEVQVTIGFGGRMVTEECPLAILILIVQNIVGLMINAIMLGCIFMKTAQAHRRAETLIFSKHAVIALRHGRLCFMLRVGDLRKSMIISATIHMQVVRKTTSPEGEVVPLHQVDIPMENGVGGNSIFLVAPLIIYHVIDANSPLYDLAPSDLHHHQDLEIIVILEGVVETTGITTQARTSYLADEILWGQRFVPIVAEEDGRYSVDYSKFGNTIKVPTPLCTARQLDEDHSLLEALTLASARGPLRKRSVPMAKAKPKFSISPDSLS. The pIC50 is 5.3. (7) The drug is NC(N)=Nc1cccc(C(CS)C(=O)O)c1. The target protein (P15169) has sequence MSDLLSVFLHLLLLFKLVAPVTFRHHRYDDLVRTLYKVQNECPGITRVYSIGRSVEGRHLYVLEFSDHPGIHEPLEPEVKYVGNMHGNEALGRELMLQLSEFLCEEFRNRNQRIVQLIQDTRIHILPSMNPDGYEVAAAQGPNKPGYLVGRNNANGVDLNRNFPDLNTYIYYNEKYGGPNHHLPLPDNWKSQVEPETRAVIRWMHSFNFVLSANLHGGAVVANYPYDKSFEHRVRGVRRTASTPTPDDKLFQKLAKVYSYAHGWMFQGWNCGDYFPDGITNGASWYSLSKGMQDFNYLHTNCFEITLELSCDKFPPEEELQREWLGNREALIQFLEQVHQGIKGMVLDENYNNLANAVISVSGINHDVTSGDHGDYFRLLLPGIYTVSATAPGYDPETVTVTVGPAEPTLVNFHLKRSIPQVSPVRRAPSRRHGVRAKVQPQARKKEMEMRQLQRGPA. The pIC50 is 8.1.